From a dataset of Forward reaction prediction with 1.9M reactions from USPTO patents (1976-2016). Predict the product of the given reaction. (1) Given the reactants [F:1][C:2]1[CH:7]=[CH:6][C:5]([N:8]2[C:13](=[O:14])[C:12]([C:15]([OH:17])=O)=[CH:11][CH:10]=[N:9]2)=[CH:4][CH:3]=1.[CH3:18][O:19][C:20]1[CH:59]=[CH:58][C:23]([CH2:24][N:25]2[C:29]3=[N:30][CH:31]=[CH:32][C:33]([O:34][C:35]4[CH:40]=[CH:39][C:38]([NH2:41])=[CH:37][C:36]=4[F:42])=[C:28]3[C:27]([NH:43][C@H:44]3[CH2:49][CH2:48][N:47]([C:50]([O:52][C:53]([CH3:56])([CH3:55])[CH3:54])=[O:51])[CH2:46][C@@H:45]3[F:57])=[N:26]2)=[CH:22][CH:21]=1, predict the reaction product. The product is: [CH3:18][O:19][C:20]1[CH:21]=[CH:22][C:23]([CH2:24][N:25]2[C:29]3=[N:30][CH:31]=[CH:32][C:33]([O:34][C:35]4[CH:40]=[CH:39][C:38]([NH:41][C:15]([C:12]5[C:13](=[O:14])[N:8]([C:5]6[CH:4]=[CH:3][C:2]([F:1])=[CH:7][CH:6]=6)[N:9]=[CH:10][CH:11]=5)=[O:17])=[CH:37][C:36]=4[F:42])=[C:28]3[C:27]([NH:43][C@H:44]3[CH2:49][CH2:48][N:47]([C:50]([O:52][C:53]([CH3:56])([CH3:54])[CH3:55])=[O:51])[CH2:46][C@@H:45]3[F:57])=[N:26]2)=[CH:58][CH:59]=1. (2) Given the reactants [CH2:1]([N:8]1[C:17]2[C:16]3[CH:18]=[CH:19][CH:20]=[CH:21][C:15]=3[N:14]([C:22]([C:24]3[CH:31]=[CH:30][C:27]([C:28]#[N:29])=[C:26]([CH3:32])[CH:25]=3)=[O:23])[CH2:13][CH2:12][C:11]=2[N:10]=[C:9]1[CH3:33])[C:2]1[CH:7]=[CH:6][CH:5]=[CH:4][CH:3]=1.[BH4-].[Na+].N, predict the reaction product. The product is: [NH2:29][CH2:28][C:27]1[CH:30]=[CH:31][C:24]([C:22]([N:14]2[CH2:13][CH2:12][C:11]3[N:10]=[C:9]([CH3:33])[N:8]([CH2:1][C:2]4[CH:3]=[CH:4][CH:5]=[CH:6][CH:7]=4)[C:17]=3[C:16]3[CH:18]=[CH:19][CH:20]=[CH:21][C:15]2=3)=[O:23])=[CH:25][C:26]=1[CH3:32]. (3) Given the reactants [N+]([O-])(O)=O.N([O-])=O.[Na+].[OH:9][CH2:10][C:11]1[N:15]([CH2:16][CH2:17][CH3:18])[C:14](S)=[N:13][N:12]=1.C(=O)([O-])[O-].[Na+].[Na+], predict the reaction product. The product is: [OH:9][CH2:10][C:11]1[N:15]([CH2:16][CH2:17][CH3:18])[CH:14]=[N:13][N:12]=1.